The task is: Predict which catalyst facilitates the given reaction.. This data is from Catalyst prediction with 721,799 reactions and 888 catalyst types from USPTO. (1) Reactant: [CH2:1]([O:5][C:6]1[C:11]([F:12])=[C:10](Cl)[N:9]=[CH:8][N:7]=1)[C:2]#[C:3][CH3:4].C(=O)([O-])[O-].Cl.[CH3:19][C:20]1([CH3:28])[CH2:25][C:24]([CH3:27])([CH3:26])[CH2:23][NH:22][CH2:21]1.[Cl-].[NH4+]. Product: [CH2:1]([O:5][C:6]1[C:11]([F:12])=[C:10]([N:22]2[CH2:23][C:24]([CH3:27])([CH3:26])[CH2:25][C:20]([CH3:28])([CH3:19])[CH2:21]2)[N:9]=[CH:8][N:7]=1)[C:2]#[C:3][CH3:4]. The catalyst class is: 10. (2) Reactant: [CH:1]([C@@H:4]1[CH2:9][CH2:8][C@@H:7]([CH3:10])[CH2:6][C@H:5]1[CH:11]=[O:12])([CH3:3])[CH3:2].[CH2:13]([Mg]Br)[CH2:14][CH3:15]. The catalyst class is: 1. Product: [CH:1]([C@@H:4]1[CH2:9][CH2:8][C@@H:7]([CH3:10])[CH2:6][C@H:5]1[CH:11]([OH:12])[CH2:13][CH2:14][CH3:15])([CH3:3])[CH3:2]. (3) Reactant: Cl[C:2]1[CH:7]=[CH:6][N:5]=[C:4]([C:8]2[C:16]3[C:11](=[CH:12][CH:13]=[C:14]([C:17]4[O:21][C:20]([NH:22][CH:23]([CH3:25])[CH3:24])=[N:19][N:18]=4)[CH:15]=3)[N:10](S(C3C=CC(C)=CC=3)(=O)=O)[CH:9]=2)[N:3]=1.[CH3:36][O-:37].[Na+]. Product: [CH:23]([NH:22][C:20]1[O:21][C:17]([C:14]2[CH:15]=[C:16]3[C:11](=[CH:12][CH:13]=2)[NH:10][CH:9]=[C:8]3[C:4]2[N:3]=[C:2]([O:37][CH3:36])[CH:7]=[CH:6][N:5]=2)=[N:18][N:19]=1)([CH3:24])[CH3:25]. The catalyst class is: 5. (4) Reactant: [C:1]([O:7][CH2:8][CH3:9])(=[O:6])[CH2:2][C:3]([CH3:5])=O.[CH3:10]OC(OC)N(C)C.C1(C)C=CC(S(O)(=O)=O)=CC=1.Br.[CH2:30]([S:32][C:33](=[NH:35])[NH2:34])[CH3:31]. Product: [CH2:8]([O:7][C:1]([C:2]1[C:3]([CH3:5])=[N:35][C:33]([S:32][CH2:30][CH3:31])=[N:34][CH:10]=1)=[O:6])[CH3:9]. The catalyst class is: 9.